This data is from Forward reaction prediction with 1.9M reactions from USPTO patents (1976-2016). The task is: Predict the product of the given reaction. Given the reactants [Br:1][C:2]1[CH:3]=[C:4]2[C:10]([I:11])=[CH:9][NH:8][C:5]2=[N:6][CH:7]=1.[C:12]1([S:18](Cl)(=[O:20])=[O:19])[CH:17]=[CH:16][CH:15]=[CH:14][CH:13]=1.[OH-].[Na+].CO, predict the reaction product. The product is: [C:12]1([S:18]([N:8]2[C:5]3=[N:6][CH:7]=[C:2]([Br:1])[CH:3]=[C:4]3[C:10]([I:11])=[CH:9]2)(=[O:20])=[O:19])[CH:17]=[CH:16][CH:15]=[CH:14][CH:13]=1.